The task is: Predict the product of the given reaction.. This data is from Forward reaction prediction with 1.9M reactions from USPTO patents (1976-2016). (1) The product is: [CH3:24][C:18]1[C:17]([CH2:16][O:15][C:13]2[CH:12]=[CH:11][C:10]3[C:6]([CH:5]([CH3:31])[C:4]([O:3][CH2:1][CH3:2])=[O:25])=[CH:7][S:8][C:9]=3[CH:14]=2)=[CH:22][CH:21]=[C:20]([CH3:23])[N:19]=1. Given the reactants [CH2:1]([O:3][C:4](=[O:25])[CH2:5][C:6]1[C:10]2[CH:11]=[CH:12][C:13]([O:15][CH2:16][C:17]3[C:18]([CH3:24])=[N:19][C:20]([CH3:23])=[CH:21][CH:22]=3)=[CH:14][C:9]=2[S:8][CH:7]=1)[CH3:2].IC.[H-].[Na+].Cl.[C:31]([O-])(O)=O.[Na+], predict the reaction product. (2) Given the reactants [NH2:1][C:2]1[CH:3]=[C:4]([C@H:8]([N:16]([CH3:28])[C:17](=[O:27])[CH2:18][C:19]2[CH:24]=[CH:23][C:22]([Cl:25])=[C:21]([Cl:26])[CH:20]=2)[CH2:9][N:10]2[CH2:14][CH2:13][C@H:12]([OH:15])[CH2:11]2)[CH:5]=[CH:6][CH:7]=1.[C:29]([O:33][C:34]([NH:36][C:37]1([C:40](O)=[O:41])[CH2:39][CH2:38]1)=[O:35])([CH3:32])([CH3:31])[CH3:30].CN(C)C1C=CN=CC=1.C1(C)C=CC(S(O)(=O)=O)=CC=1.C(N=C=NC(C)C)(C)C, predict the reaction product. The product is: [C:29]([O:33][C:34](=[O:35])[NH:36][C:37]1([C:40](=[O:41])[NH:1][C:2]2[CH:7]=[CH:6][CH:5]=[C:4]([C@H:8]([N:16]([CH3:28])[C:17](=[O:27])[CH2:18][C:19]3[CH:24]=[CH:23][C:22]([Cl:25])=[C:21]([Cl:26])[CH:20]=3)[CH2:9][N:10]3[CH2:14][CH2:13][C@H:12]([OH:15])[CH2:11]3)[CH:3]=2)[CH2:38][CH2:39]1)([CH3:32])([CH3:30])[CH3:31].